Dataset: Peptide-MHC class II binding affinity with 134,281 pairs from IEDB. Task: Regression. Given a peptide amino acid sequence and an MHC pseudo amino acid sequence, predict their binding affinity value. This is MHC class II binding data. (1) The peptide sequence is QIRMAKLLGRDPEQS. The MHC is DRB1_1302 with pseudo-sequence DRB1_1302. The binding affinity (normalized) is 0.0761. (2) The peptide sequence is SKAALTSKLDAAYKL. The MHC is DRB1_1602 with pseudo-sequence DRB1_1602. The binding affinity (normalized) is 0.331. (3) The peptide sequence is TILPLMALLTPVTMA. The MHC is HLA-DQA10303-DQB10402 with pseudo-sequence HLA-DQA10303-DQB10402. The binding affinity (normalized) is 0.540. (4) The peptide sequence is TWQGGSGMASHIIYE. The MHC is HLA-DQA10301-DQB10302 with pseudo-sequence HLA-DQA10301-DQB10302. The binding affinity (normalized) is 0.404. (5) The peptide sequence is LTEHGCNRLKRMAVS. The MHC is DRB4_0103 with pseudo-sequence DRB4_0103. The binding affinity (normalized) is 0.787.